From a dataset of Retrosynthesis with 50K atom-mapped reactions and 10 reaction types from USPTO. Predict the reactants needed to synthesize the given product. (1) Given the product CC(C)c1ccc(Cl)cc1C=NO, predict the reactants needed to synthesize it. The reactants are: CC(C)c1ccc(Cl)cc1C=O.NO. (2) Given the product Cn1ncc(C(=O)N2CCC2)c1C(=O)Nc1ccn2nc(C(=O)O)nc2c1, predict the reactants needed to synthesize it. The reactants are: CCOC(=O)c1nc2cc(NC(=O)c3c(C(=O)N4CCC4)cnn3C)ccn2n1. (3) Given the product COc1ccc2cc(C#Cc3ccc(N)c(C)c3)ccc2c1, predict the reactants needed to synthesize it. The reactants are: C#Cc1ccc2cc(OC)ccc2c1.Cc1cc(I)ccc1N. (4) Given the product COc1cc2[nH]ncc2cc1Nc1ncnc2[nH]cc(C(=O)NC(C)C)c12, predict the reactants needed to synthesize it. The reactants are: CC(C)N.COc1cc2[nH]ncc2cc1Nc1ncnc2[nH]cc(C(=O)O)c12. (5) Given the product O=C(Cc1cc(F)cc(F)c1)Nc1ccc(-c2ccc(C(F)(F)F)cc2)cc1-c1noc(=O)[nH]1, predict the reactants needed to synthesize it. The reactants are: Nc1ccc(-c2ccc(C(F)(F)F)cc2)cc1-c1noc(=O)[nH]1.O=C(Cl)Cc1cc(F)cc(F)c1. (6) Given the product c1cc2n(c1)Cc1ccsc1NC2, predict the reactants needed to synthesize it. The reactants are: O=C1Nc2sccc2Cn2cccc21. (7) The reactants are: BrCCCCBr.Oc1ccc2c(-c3ccc(F)cc3)csc2c1. Given the product Fc1ccc(-c2csc3cc(OCCCCBr)ccc23)cc1, predict the reactants needed to synthesize it. (8) Given the product CCOc1ccc(NCc2cc(OC)c(OC)c(OC)c2)cc1, predict the reactants needed to synthesize it. The reactants are: CCOc1ccc(N=Cc2cc(OC)c(OC)c(OC)c2)cc1. (9) Given the product COc1ccc(-c2ccc(C=C3SC(=O)NC3=O)cc2)cc1C12CC3CC(CC(C3)C1)C2, predict the reactants needed to synthesize it. The reactants are: COc1ccc(-c2ccc(C=O)cc2)cc1C12CC3CC(CC(C3)C1)C2.O=C1CSC(=O)N1. (10) Given the product CCOC(=O)c1cnn(-c2cc(C(=O)NC)ccc2Cl)c1C1CC1, predict the reactants needed to synthesize it. The reactants are: CCOC(=O)c1cnn(-c2cc(C(=O)O)ccc2Cl)c1C1CC1.CN.